Dataset: Reaction yield outcomes from USPTO patents with 853,638 reactions. Task: Predict the reaction yield, written as a fraction of the theoretical maximum amount of product (1.0 means a 100% yield; for example, 0.34 means a 34% yield). (1) The reactants are [OH:1][CH2:2][C:3]1([C:15]([O:17][CH3:18])=[O:16])[CH2:7][CH2:6][CH2:5][N:4]1[C:8]([O:10][C:11]([CH3:14])([CH3:13])[CH3:12])=[O:9].CC(OI1(OC(C)=O)(OC(C)=O)OC(=O)C2C=CC=CC1=2)=O. The catalyst is C(Cl)Cl. The product is [CH:2]([C:3]1([C:15]([O:17][CH3:18])=[O:16])[CH2:7][CH2:6][CH2:5][N:4]1[C:8]([O:10][C:11]([CH3:13])([CH3:14])[CH3:12])=[O:9])=[O:1]. The yield is 0.705. (2) The yield is 0.940. The product is [CH3:20][C:21]([CH3:25])([CH3:24])[C:22]#[C:23][C:2]1[CH:7]=[C:6]([N+:8]([O-:10])=[O:9])[CH:5]=[CH:4][C:3]=1[NH:11][CH3:12]. The reactants are Br[C:2]1[CH:7]=[C:6]([N+:8]([O-:10])=[O:9])[CH:5]=[CH:4][C:3]=1[NH:11][CH3:12].CCN(CC)CC.[CH3:20][C:21]([CH3:25])([CH3:24])[C:22]#[CH:23].N#N. The catalyst is C1(C)C=CC=CC=1.O.Cl[Pd](Cl)([P](C1C=CC=CC=1)(C1C=CC=CC=1)C1C=CC=CC=1)[P](C1C=CC=CC=1)(C1C=CC=CC=1)C1C=CC=CC=1.[Cu]I.